This data is from Full USPTO retrosynthesis dataset with 1.9M reactions from patents (1976-2016). The task is: Predict the reactants needed to synthesize the given product. (1) Given the product [CH3:1][C:2]1[O:3][C:4]([CH2:7][CH:8]2[CH2:13][CH2:12][N:11]([C:21](=[O:24])[CH:22]=[CH2:23])[CH2:10][CH2:9]2)=[N:5][N:6]=1, predict the reactants needed to synthesize it. The reactants are: [CH3:1][C:2]1[O:3][C:4]([CH2:7][CH:8]2[CH2:13][CH2:12][NH:11][CH2:10][CH2:9]2)=[N:5][N:6]=1.C(N(CC)CC)C.[C:21](Cl)(=[O:24])[CH:22]=[CH2:23]. (2) Given the product [CH2:1]([O:2][C:3]([C:5]1[NH:6][CH:7]=[C:8]([C:10]([N:17]2[CH2:18][CH2:19][CH2:20][O:14][CH2:15][CH2:16]2)=[O:12])[CH:9]=1)=[O:4])[CH3:21], predict the reactants needed to synthesize it. The reactants are: [CH3:1][O:2][C:3]([C:5]1[NH:6][CH:7]=[C:8]([C:10]([OH:12])=O)[CH:9]=1)=[O:4].Cl.[O:14]1[CH2:20][CH2:19][CH2:18][NH:17][CH2:16][CH2:15]1.[CH2:21]1CN([P+](Br)(N2CCCC2)N2CCCC2)CC1.F[P-](F)(F)(F)(F)F.CCN(C(C)C)C(C)C. (3) Given the product [C:5]1([C:11]#[C:12][C:13]2[CH:14]=[C:15]([CH2:19][OH:20])[CH:16]=[N:17][CH:18]=2)[CH:10]=[CH:9][CH:8]=[CH:7][CH:6]=1, predict the reactants needed to synthesize it. The reactants are: C([BH3-])#N.[Na+].[C:5]1([C:11]#[C:12][C:13]2[CH:14]=[C:15]([CH:19]=[O:20])[CH:16]=[N:17][CH:18]=2)[CH:10]=[CH:9][CH:8]=[CH:7][CH:6]=1.